From a dataset of Full USPTO retrosynthesis dataset with 1.9M reactions from patents (1976-2016). Predict the reactants needed to synthesize the given product. (1) Given the product [CH3:31][C:25]1[CH:26]=[C:27]([S:30][CH2:2][C:3]2[CH:8]=[CH:7][C:6]([C:9]3[CH:14]=[CH:13][C:12]([C:15]([F:18])([F:17])[F:16])=[CH:11][CH:10]=3)=[CH:5][CH:4]=2)[CH:28]=[CH:29][C:24]=1[O:23][CH2:22][C:21]([OH:32])=[O:20], predict the reactants needed to synthesize it. The reactants are: Cl[CH2:2][C:3]1[CH:8]=[CH:7][C:6]([C:9]2[CH:14]=[CH:13][C:12]([C:15]([F:18])([F:17])[F:16])=[CH:11][CH:10]=2)=[CH:5][CH:4]=1.C[O:20][C:21](=[O:32])[CH2:22][O:23][C:24]1[CH:29]=[CH:28][C:27]([SH:30])=[CH:26][C:25]=1[CH3:31]. (2) Given the product [CH3:1][O:2][CH:3]([O:16][CH3:17])[C:4]1[C:13]([CH2:14][N:29]2[CH2:30][CH2:31][N:32]([C:39]([O:41][CH2:42][CH2:43][Si:44]([CH3:47])([CH3:46])[CH3:45])=[O:40])[CH2:33][C:34]2=[O:35])=[CH:12][C:11]2[CH2:10][CH2:9][CH2:8][NH:7][C:6]=2[N:5]=1, predict the reactants needed to synthesize it. The reactants are: [CH3:1][O:2][CH:3]([O:16][CH3:17])[C:4]1[C:13]([CH:14]=O)=[CH:12][C:11]2[CH2:10][CH2:9][CH2:8][NH:7][C:6]=2[N:5]=1.C1(C)C=CC(S(O)(=O)=O)=CC=1.[NH2:29][CH2:30][CH2:31][N:32]([C:39]([O:41][CH2:42][CH2:43][Si:44]([CH3:47])([CH3:46])[CH3:45])=[O:40])[CH2:33][C:34](OCC)=[O:35].C(N(CC)CC)C.C(O[BH-](OC(=O)C)OC(=O)C)(=O)C.[Na+]. (3) Given the product [C:1]([O:5][C:6]([N:8]1[CH2:12][C@H:11]([O:13][S:23]([C:20]2[CH:21]=[CH:22][C:17]([CH3:27])=[CH:18][CH:19]=2)(=[O:25])=[O:24])[C@@H:10]([N:14]=[N+:15]=[N-:16])[CH2:9]1)=[O:7])([CH3:4])([CH3:2])[CH3:3], predict the reactants needed to synthesize it. The reactants are: [C:1]([O:5][C:6]([N:8]1[CH2:12][C@H:11]([OH:13])[C@@H:10]([N:14]=[N+:15]=[N-:16])[CH2:9]1)=[O:7])([CH3:4])([CH3:3])[CH3:2].[C:17]1([CH3:27])[CH:22]=[CH:21][C:20]([S:23](Cl)(=[O:25])=[O:24])=[CH:19][CH:18]=1. (4) Given the product [CH2:24]([O:23][C:10]1[CH:9]=[C:8]([C:6](=[O:7])[CH2:5][CH2:4][CH2:3][CH2:2][O:39][C:36]2[CH:37]=[CH:38][C:33]([I:32])=[CH:34][CH:35]=2)[CH:13]=[CH:12][C:11]=1[O:14][CH2:15][CH2:16][CH2:17][CH2:18][CH2:19][CH2:20][CH2:21][CH3:22])[CH2:25][CH2:26][CH2:27][CH2:28][CH2:29][CH2:30][CH3:31], predict the reactants needed to synthesize it. The reactants are: Br[CH2:2][CH2:3][CH2:4][CH2:5][C:6]([C:8]1[CH:13]=[CH:12][C:11]([O:14][CH2:15][CH2:16][CH2:17][CH2:18][CH2:19][CH2:20][CH2:21][CH3:22])=[C:10]([O:23][CH2:24][CH2:25][CH2:26][CH2:27][CH2:28][CH2:29][CH2:30][CH3:31])[CH:9]=1)=[O:7].[I:32][C:33]1[CH:38]=[CH:37][C:36]([OH:39])=[CH:35][CH:34]=1.C(=O)([O-])[O-].[K+].[K+].